Dataset: Experimentally validated miRNA-target interactions with 360,000+ pairs, plus equal number of negative samples. Task: Binary Classification. Given a miRNA mature sequence and a target amino acid sequence, predict their likelihood of interaction. (1) The miRNA is dre-miR-142a-3p with sequence UGUAGUGUUUCCUACUUUAUGGA. The protein sequence of the target gene is MDVFMKGLSKAKEGVVAAAEKTKQGVAEAAGKTKEGVLYVGSKTKEGVVHGVTTVAEKTKEQVTNVGGAVVTGVTAVAQKTVEGAGNIAAATGFVKKDQMGKGEEGYPQEGILEDMPVDPGSEAYEMPSEEGYQDYEPEA. Result: 0 (no interaction). (2) The miRNA is hsa-miR-6838-5p with sequence AAGCAGCAGUGGCAAGACUCCU. The protein sequence of the target gene is MGKSIPQYLGQLDIRKSVVSLATGAGAIYLLYKAIKAGIKCKPPLCSNSPICIARLAVERERHGRDSGELRRLLNSLECKQDEYAKSMILHSITRCVYLLEAEASACTTDDIVLLGYMLDDKDNSVKTQALNTLKAFSGIRKFRLKIQEHSIKVLELISTIWDTELHIAGLRLLNNLPLPDYVHPQLRRVMPALMEILQSDYILAQVQAVRLLSYLAQKNDLLYDILNCQVHSNFLNLFQPTQSGSLLYEVLVFAERLSEGRNAPHYHVVKWHYNEQSLHESLFGEESRLADRLLALVIH.... Result: 1 (interaction). (3) The miRNA is hsa-miR-23a-5p with sequence GGGGUUCCUGGGGAUGGGAUUU. The protein sequence of the target gene is MASIIARVGNSRRLNAPLPPWAHSMLRSLGRSLGPIMASMADRNMKLFSGRVVPAQGEETFENWLTQVNGVLPDWNMSEEEKLKRLMKTLRGPAREVMRVLQATNPNLSVADFLRAMKLVFGESESSVTAHGKFFNTLQAQGEKASLYVIRLEVQLQNAIQAGIIAEKDANRTRLQQLLLGGELSRDLRLRLKDFLRMYANEQERLPNFLELIRMVREEEDWDDAFIKRKRPKRSESMVERAVSPVAFQGSPPIVIGSADCNVIEIDDTLDDSDEDVILVESQDPPLPSWGAPPLRDRAR.... Result: 0 (no interaction). (4) The miRNA is hsa-miR-5680 with sequence GAGAAAUGCUGGACUAAUCUGC. The protein sequence of the target gene is MVSSDRPVSLEDEVSHSMKEMIGGCCVCSDERGWAENPLVYCDGHGCSVAVHQACYGIVQVPTGPWFCRKCESQERAARVRCELCPHKDGALKRTDNGGWAHVVCALYIPEVQFANVSTMEPIVLQSVPHDRYNKTCYICDEQGRESKAATGACMTCNKHGCRQAFHVTCAQFAGLLCEEEGNGADNVQYCGYCKYHFSKLKKSKRGSNRSYDQSLSDSSSHSQDKHHEKEKKKYKEKDKHKQKHKKQPEPSPALVPSLTVTTEKTYTSTSNNSISGSLKRLEDTTARFTNANFQEVSAH.... Result: 1 (interaction).